Regression. Given two drug SMILES strings and cell line genomic features, predict the synergy score measuring deviation from expected non-interaction effect. From a dataset of NCI-60 drug combinations with 297,098 pairs across 59 cell lines. Drug 1: CCCS(=O)(=O)NC1=C(C(=C(C=C1)F)C(=O)C2=CNC3=C2C=C(C=N3)C4=CC=C(C=C4)Cl)F. Drug 2: CN(C)N=NC1=C(NC=N1)C(=O)N. Cell line: OVCAR-4. Synergy scores: CSS=-1.82, Synergy_ZIP=1.18, Synergy_Bliss=0.941, Synergy_Loewe=-1.58, Synergy_HSA=-1.52.